Predict which catalyst facilitates the given reaction. From a dataset of Catalyst prediction with 721,799 reactions and 888 catalyst types from USPTO. (1) Reactant: Cl.[C:2]1([C:8]2([C:26]3[CH:31]=[CH:30][CH:29]=[CH:28][CH:27]=3)[CH:12]3[CH2:13][N:14]([C:17]([CH:19]4[CH2:24][CH2:23][NH:22][CH2:21][CH2:20]4)=[O:18])[CH2:15][CH2:16][N:11]3[C:10](=[O:25])[O:9]2)[CH:7]=[CH:6][CH:5]=[CH:4][CH:3]=1.C(=O)([O-])[O-].[K+].[K+].Br[CH2:39][C:40]([O:42][CH2:43][CH3:44])=[O:41]. Product: [CH2:43]([O:42][C:40](=[O:41])[CH2:39][N:22]1[CH2:23][CH2:24][CH:19]([C:17]([N:14]2[CH2:15][CH2:16][N:11]3[C:10](=[O:25])[O:9][C:8]([C:2]4[CH:3]=[CH:4][CH:5]=[CH:6][CH:7]=4)([C:26]4[CH:27]=[CH:28][CH:29]=[CH:30][CH:31]=4)[CH:12]3[CH2:13]2)=[O:18])[CH2:20][CH2:21]1)[CH3:44]. The catalyst class is: 30. (2) Product: [Br:1][C:2]1[CH:3]=[C:4]([S:12]([NH:19][CH:16]2[CH2:18][CH2:17]2)(=[O:14])=[O:13])[CH:5]=[C:6]([C:8]([F:11])([F:10])[F:9])[CH:7]=1. Reactant: [Br:1][C:2]1[CH:3]=[C:4]([S:12](Cl)(=[O:14])=[O:13])[CH:5]=[C:6]([C:8]([F:11])([F:10])[F:9])[CH:7]=1.[CH:16]1([NH2:19])[CH2:18][CH2:17]1. The catalyst class is: 2. (3) Reactant: [CH2:1]1[C:9]2[C:8]3[CH:10]=[CH:11][CH:12]=[CH:13][C:7]=3[O:6][C:5]=2[CH2:4][CH2:3][CH:2]1[NH2:14].[C:15]([CH2:19][C:20](Cl)=[O:21])([CH3:18])([CH3:17])[CH3:16].C(N(CC)CC)C. Product: [CH3:16][C:15]([CH3:18])([CH3:17])[CH2:19][C:20]([NH:14][C:2]1[CH:3]=[CH:4][C:5]2[O:6][C:7]3[CH2:13][CH2:12][CH2:11][CH2:10][C:8]=3[C:9]=2[CH:1]=1)=[O:21]. The catalyst class is: 7.